Dataset: Forward reaction prediction with 1.9M reactions from USPTO patents (1976-2016). Task: Predict the product of the given reaction. (1) Given the reactants [Cl:1][C:2]1[CH:10]=[C:9]([C:11]([NH:13][CH2:14][C:15]2[CH:20]=[CH:19][CH:18]=[C:17]([Cl:21])[CH:16]=2)=[O:12])[CH:8]=[C:7]2[C:3]=1[CH:4]=[N:5][NH:6]2.[Cl:22][C:23]1[C:24]([CH3:32])=[N:25][N:26]([CH2:29][CH2:30]Cl)[C:27]=1[CH3:28].ClC1C=CC=C2C=1C=NN2, predict the reaction product. The product is: [Cl:1][C:2]1[C:3]2[C:7]([CH:8]=[C:9]([C:11]([NH:13][CH2:14][C:15]3[CH:20]=[CH:19][CH:18]=[C:17]([Cl:21])[CH:16]=3)=[O:12])[CH:10]=1)=[N:6][N:5]([CH2:30][CH2:29][N:26]1[C:27]([CH3:28])=[C:23]([Cl:22])[C:24]([CH3:32])=[N:25]1)[CH:4]=2. (2) Given the reactants [Cl:1][C:2]1[C:3]([C:15]2[C:23]3[C:18](=[CH:19][CH:20]=[CH:21][CH:22]=3)[N:17]([S:24]([C:27]3[CH:32]=[CH:31][CH:30]=[CH:29][CH:28]=3)(=[O:26])=[O:25])[CH:16]=2)=[N:4][C:5]([NH:8][CH:9]2[CH2:14][CH2:13][NH:12][CH2:11][CH2:10]2)=[N:6][CH:7]=1.[N+:33]([C:36]1[CH:44]=[CH:43][C:39]([C:40](O)=[O:41])=[C:38]([F:45])[CH:37]=1)([O-:35])=[O:34].CN(C(ON1N=NC2C=CC=CC1=2)=[N+](C)C)C.F[P-](F)(F)(F)(F)F.CCN(C(C)C)C(C)C, predict the reaction product. The product is: [Cl:1][C:2]1[C:3]([C:15]2[C:23]3[C:18](=[CH:19][CH:20]=[CH:21][CH:22]=3)[N:17]([S:24]([C:27]3[CH:32]=[CH:31][CH:30]=[CH:29][CH:28]=3)(=[O:26])=[O:25])[CH:16]=2)=[N:4][C:5]([NH:8][CH:9]2[CH2:10][CH2:11][N:12]([C:40]([C:39]3[CH:43]=[CH:44][C:36]([N+:33]([O-:35])=[O:34])=[CH:37][C:38]=3[F:45])=[O:41])[CH2:13][CH2:14]2)=[N:6][CH:7]=1. (3) Given the reactants [CH2:1]([O:8][C:9]1[CH:10]=[C:11]2[C:15](=[CH:16][CH:17]=1)[NH:14][CH:13]=[CH:12]2)[C:2]1[CH:7]=[CH:6][CH:5]=[CH:4][CH:3]=1.[F-].[CH2:19]([N+](CCCC)(CCCC)CCCC)CCC.[C:36]([O:39][CH2:40][CH3:41])(=[O:38])[CH3:37].[CH3:42][CH2:43][CH2:44][CH2:45][CH2:46][CH3:47], predict the reaction product. The product is: [CH2:40]([O:39][C:36](=[O:38])[CH:37]=[C:19]([N:14]1[C:15]2[C:11](=[CH:10][C:9]([O:8][CH2:1][C:2]3[CH:3]=[CH:4][CH:5]=[CH:6][CH:7]=3)=[CH:17][CH:16]=2)[CH:12]=[CH:13]1)[C:44]1[CH:43]=[CH:42][CH:47]=[CH:46][CH:45]=1)[CH3:41]. (4) Given the reactants Cl.Cl.[CH2:3]([NH:6][C:7]1=[N:8][C:9](=[O:19])[S:10]/[C:11]/1=[CH:12]\[CH:13]1[CH2:18][CH2:17][NH:16][CH2:15][CH2:14]1)[C:4]#[CH:5].C(N(C(C)C)C(C)C)C.F[P-](F)(F)(F)(F)F.N1(OC(N(C)C)=[N+](C)C)C2N=CC=CC=2N=N1.[O:53]1[C:57]2[CH:58]=[CH:59][CH:60]=[CH:61][C:56]=2[CH:55]=[C:54]1[C:62](O)=[O:63], predict the reaction product. The product is: [O:53]1[C:57]2[CH:58]=[CH:59][CH:60]=[CH:61][C:56]=2[CH:55]=[C:54]1[C:62]([N:16]1[CH2:17][CH2:18][CH:13](/[CH:12]=[C:11]2/[C:7]([NH:6][CH2:3][C:4]#[CH:5])=[N:8][C:9](=[O:19])[S:10]/2)[CH2:14][CH2:15]1)=[O:63]. (5) Given the reactants [Cl:1][C:2]1[CH:3]=[C:4]2[N:25]=[C:24]([O:26][C@H:27]3[C@H:31]4[O:32][CH2:33][C@@H:34]([OH:35])[C@H:30]4[O:29][CH2:28]3)[N:23]([CH2:36][O:37][CH2:38][CH2:39][Si:40]([CH3:43])([CH3:42])[CH3:41])[C:5]2=[N:6][C:7]=1[C:8]1[CH:13]=[CH:12][C:11](B2OC(C)(C)C(C)(C)O2)=[CH:10][CH:9]=1.Br[C:45]1[CH:50]=[C:49]([CH2:51][N:52]=[S:53]([CH3:56])([CH3:55])=[O:54])[CH:48]=[CH:47][N:46]=1, predict the reaction product. The product is: [Cl:1][C:2]1[CH:3]=[C:4]2[N:25]=[C:24]([O:26][C@@H:27]3[CH2:28][O:29][C@@H:30]4[C@H:34]([OH:35])[CH2:33][O:32][C@H:31]34)[N:23]([CH2:36][O:37][CH2:38][CH2:39][Si:40]([CH3:43])([CH3:42])[CH3:41])[C:5]2=[N:6][C:7]=1[C:8]1[CH:13]=[CH:12][C:11]([C:45]2[CH:50]=[C:49]([CH2:51][N:52]=[S:53]([CH3:56])([CH3:55])=[O:54])[CH:48]=[CH:47][N:46]=2)=[CH:10][CH:9]=1. (6) The product is: [CH2:1]([O:8][C:9]1[C:10]([CH:27]=[O:28])=[N:11][CH:12]=[C:13]([C:25]=1[OH:26])[C:14]([NH:16][CH2:17][C:18]1[CH:19]=[CH:20][C:21]([F:24])=[CH:22][CH:23]=1)=[O:15])[C:2]1[CH:7]=[CH:6][CH:5]=[CH:4][CH:3]=1. Given the reactants [CH2:1]([O:8][C:9]1[C:10]([CH2:27][OH:28])=[N:11][CH:12]=[C:13]([C:25]=1[OH:26])[C:14]([NH:16][CH2:17][C:18]1[CH:23]=[CH:22][C:21]([F:24])=[CH:20][CH:19]=1)=[O:15])[C:2]1[CH:7]=[CH:6][CH:5]=[CH:4][CH:3]=1, predict the reaction product.